Task: Binary Classification. Given a miRNA mature sequence and a target amino acid sequence, predict their likelihood of interaction.. Dataset: Experimentally validated miRNA-target interactions with 360,000+ pairs, plus equal number of negative samples (1) The miRNA is hsa-miR-3928-3p with sequence GGAGGAACCUUGGAGCUUCGGC. The protein sequence of the target gene is MTREGQFREELGYDRMPTLERGRQDAGRQDPGSYTPDSKPKDLQLSKRLPPCFSYKTWVFSVLMGSCLLVTSGFSLYLGNVFPSEMDYLRCAAGSCIPSAIVSFAVGRRNVSAIPNFQILFVSTFAVTTTCLIWFGCKLILNPSAININFNLILLLLLELLMAATVIISARSSEEPCKKKKGSISDGSNILDEVTFPARVLKSYSVVEVIAGVSAVLGGVIALNVEEAVSGPHLSVTFFWILVACFPSAIASHVTAECPSKCLVEVLIAISSLTSPLLFTASGYLSFSVMRVVEIFKDYP.... Result: 0 (no interaction). (2) The miRNA is mmu-miR-128-3p with sequence UCACAGUGAACCGGUCUCUUU. The protein sequence of the target gene is MRASGQGPQRRRRGWATRDDSAVTFRDPQPRQPAGGARALRGPDPRGPARAHQAGPLLAGARRSQHMVGGAPPRPAETGCSRSRMTQKNSKLCARANVYTQVPDGGWGWAVAVSFFFVEVFTYGIIKSFGVFFNDLMDSFDESNSKISWIISICVFVLTFTAPLSTVLSNRFGHRLVVMAGGLLISLGMITASFSQRVYHMYISIGVISGLGYCFSFLPTVTILSQYFDKRRSVVTAVASTGECFAVFAFAPAITALKEHIGWRYSLLFVGLLQLNIMVCGALLRPIIIQGPGQSPKAVT.... Result: 0 (no interaction).